Task: Binary Classification. Given a miRNA mature sequence and a target amino acid sequence, predict their likelihood of interaction.. Dataset: Experimentally validated miRNA-target interactions with 360,000+ pairs, plus equal number of negative samples (1) The miRNA is hsa-miR-6751-5p with sequence UUGGGGGUGAGGUUGGUGUCUGG. The protein sequence of the target gene is MNDMNLSPVGMEQLSSSSVSNALPVSGSHLGLAASPSHSAIPAPGLPVAIPNLGPSLSSLPSALSLMLPVGIGDRGVMCGLPERNYTLPPPPYPHLESSYFRTILPGILSYLADRPPPQYIHPNSINVDGNTALSITNNPSALDPYQANGNVGLELGIVSIDSRSVNTHGAQSLHPNDGHEVALDTTITMENVSRVTSPISTDGMAEELTMDGVTGEHPQIPNGSRSHEPLSVDSVSNSLTAEAVGHGGVIPIHGNGLELPVVMETDHIANRVNGMSDSTLSDSIHTVAMSTNSVSVALS.... Result: 0 (no interaction). (2) The miRNA is hsa-miR-7845-5p with sequence AAGGGACAGGGAGGGUCGUGG. The protein sequence of the target gene is MAAENSKQFWKRSAKLPGSIQPVYGAQHPPLDPRLTKNFIKERSKVNTVPLKNKKASSFHEFARNTSDAWDIGDDEEEDFSSPSFQTLNSKVALATAAQVLENHSKLRVKPERSQSTTSDVPANYKVIKSSSDAQLSRNSSDTCLRNPLHKQQSLPLRPIIPLVARISDQNASGAPPMTVREKTRLEKFRQLLSSQNTDLDELRKCSWPGVPREVRPITWRLLSGYLPANTERRKLTLQRKREEYFGFIEQYYDSRNEEHHQDTYRQIHIDIPRTNPLIPLFQQPLVQEIFERILFIWAI.... Result: 1 (interaction). (3) The miRNA is hsa-miR-4691-5p with sequence GUCCUCCAGGCCAUGAGCUGCGG. The protein sequence of the target gene is MFKNTFQSGFLSILYSIGSKPLQIWDKKVRNGHIKRITDNDIQSLVLEIEGTNVSTTYITCPADPKKTLGIKLPFLVMIIKNLKKYFTFEVQVLDDKNVRRRFRASNYQSTTRVKPFICTMPMRLDDGWNQIQFNLLDFTRRAYGTNYIETLRVQIHANCRIRRVYFSDRLYSEDELPAEFKLYLPVQNKAKQ. Result: 1 (interaction). (4) The miRNA is hsa-miR-585-5p with sequence CUAGCACACAGAUACGCCCAGA. The protein sequence of the target gene is MDSFKVVLEGPAPWGFRLQGGKDFNVPLSISRLTPGGKAAQAGVAVGDWVLNIDGENAGSLTHIEAQNKIRACGERLSLGLSRAQPVQSKPQKALTPPADPPRYTFAPSASLNKTARPFGAPPPTDSTLRQNGQLLRQPVPDASKQRLMEDTEDWRPRPGTGQSRSFRILAHLTGTEFMQDPDEEFMKKSSQVPRTEAPAPASTIPQESWPGPTTPSPTSRPPWAVDPAFAERYAPDKTSTVLTRHSQPATPTPLQNRTSIVQAAAGGGTGGGSNNGKTPVCHQCHKIIRGRYLVALGHA.... Result: 0 (no interaction). (5) The miRNA is hsa-miR-6507-3p with sequence CAAAGUCCUUCCUAUUUUUCCC. Result: 0 (no interaction). The protein sequence of the target gene is MGPLSAPPCTQHITWKGLLLTASLLNFWNLPTTAQVIIEAKPPKVSEGKDVLLLVHNLPQNLTGYIWYKGQMTDLYHYITSYVVHGQIIYGPAYSGRETVYSNASLLIQNVTQEDAGSYTLHIIKRGDGTGGVTGYFTVTLYSETPKPSISSSNLNPREVMEAVRLICDPETPDASYLWLLNGQNLPMTHRLQLSKTNRTLYLFGVTKYIAGPYECEIRNPVSASRSDPVTLNLLPKLPMPYITINNLNPREKKDVLAFTCEPKSRNYTYIWWLNGQSLPVSPRVKRPIENRILILPSVT.... (6) The miRNA is hsa-miR-92b-3p with sequence UAUUGCACUCGUCCCGGCCUCC. The protein sequence of the target gene is MNLNTSSNTGDTQRLKIASLDVKQILKNETELDITDNLRKKLHWAKKEKLEITTKHNAELASYESQIAKLRSEVEKGEALRQSLEYDLAVARKEAGLGRRAAEERLAEAHRIQEKLCAQNSELQAKTNETEKAFQTSQQKWKEECRRFEHDLEERDNMIQNCNREYDLLMKEKSRLEKTLQEALEKHQREKNEMESHIRETALEEFRLQEEQWEAERRELQFIVQEQDTAVQNMHKKVEKLETEHMDCSDLLRRQTSELEFSTQREERLRKEFEATTLRVRKLEENIEAERAAHLESKFN.... Result: 1 (interaction). (7) The miRNA is mmu-miR-362-5p with sequence AAUCCUUGGAACCUAGGUGUGAAU. The protein sequence of the target gene is MEDPNPEENMKQQDSPKERSPQSPGGNICHLGAPKCTRCLITFADSKFQERHMKREHPADFVAQKLQGVLFICFTCARSFPSSKALITHQRSHGPAAKPTLPVATTTAQPTFPCPDCGKTFGQAVSLRRHRQMHEVRAPPGTFACTECGQDFAQEAGLHQHYIRHARGEL. Result: 0 (no interaction). (8) The miRNA is hsa-miR-7846-3p with sequence CAGCGGAGCCUGGAGAGAAGG. The protein sequence of the target gene is MKKTLQDEIEAILRKRIMVLDGGMGTMIQRYKLSEEHFQGQEFKDHSRPLKGNNDILSITQPDIIYQIHKEYLLAGADIIETNTFSSTSIAQADYGLEHLAYRMNKCSADVARKAAEEITLQTGVKRFVAGALGPTNKTLSVSPSVERPDYRNITFDELVDAYQEQAKGLLDGRVDILLIETIFDTANAKAALFAIQNLFEENYAPPRPIFISGTIVDKSGRTLSGQTGEAFVTSVSHSDPLCIGLNCSLGAAEMRPFIETIGKCTTAYVLCYPNAGLPNTFGDYDETPSTMATHLKDFA.... Result: 0 (no interaction). (9) The miRNA is hsa-miR-4319 with sequence UCCCUGAGCAAAGCCAC. The protein sequence of the target gene is MAEEKGGKQVLEESAFEEMERDFQGVLHELSGDKSLEKFRIEYERLHAVMKKSYDNEKRLMAKCRELNAEIVVNSAKVATALKLSQDDQTTIASLKKEIEKAWKMVDSAYDKEQKAKETILALKEEIVNLTKLVEQGSGLSMDQHSNIRDLLRFKEEVTKERDQLLSEVVKLRESLAQTTEQQQETERSKEEAEHAISQFQQEIQQRQNEASREFRKKEKLEKELKQIQADMDSRQTEIKALQQYVQKSKEELQKLEQQLKEQKILNERAAKELEQFQMRNAKLQQENEQHSLVCEQLSQ.... Result: 0 (no interaction). (10) The miRNA is mmu-miR-188-5p with sequence CAUCCCUUGCAUGGUGGAGGG. The protein sequence of the target gene is MAADTRAKAVTLDLRRRLLSSSCRLFFPEDPVKIIRGQGQYLYDEQGREYLDCINNVAHVGHCHPTVVQAAHEQNLVLNTNSRYLHDNIVDYAQRLSETLPEQLSVFYFLNSGSEANDLALRLARQYTGHQDVVVLDHAYHGHLSSLIDISPYKFRNLGGQKEWVHVAPLPDTYRGPYREDHPNPAEAYANEVKHVISSAQQKGRKIAAFFAESLPSVSGQIIPPAGYFSQVAEHIHRAGGLFVADEIQVGFGRIGKHFWAFQLEGEDFVPDIVTMGKSIGNGHPVACMATTQAVSRAFE.... Result: 0 (no interaction).